Task: Predict the reactants needed to synthesize the given product.. Dataset: Full USPTO retrosynthesis dataset with 1.9M reactions from patents (1976-2016) (1) The reactants are: [F:1][C:2]1[CH:7]=[C:6]([C:8]2[O:9][C:10]([C:13]3[C:14]([C:19]4[CH:24]=[CH:23][CH:22]=[CH:21][CH:20]=4)=[N:15][O:16][C:17]=3[CH3:18])=[N:11][N:12]=2)[C:5]([O:25][CH3:26])=[CH:4][C:3]=1[N:27]1[CH2:32][CH2:31]S[CH2:29][CH2:28]1.[OH:33][S:34]([O-:37])(=O)=O.OS(O[O-])(=O)=O.OS(O[O-])(=O)=O.[O-]S([O-])(=O)=O.[K+].[K+].[K+].[K+].[K+].S(=O)(O)[O-].[Na+]. Given the product [F:1][C:2]1[CH:7]=[C:6]([C:8]2[O:9][C:10]([C:13]3[C:14]([C:19]4[CH:24]=[CH:23][CH:22]=[CH:21][CH:20]=4)=[N:15][O:16][C:17]=3[CH3:18])=[N:11][N:12]=2)[C:5]([O:25][CH3:26])=[CH:4][C:3]=1[N:27]1[CH2:32][CH2:31][S:34](=[O:37])(=[O:33])[CH2:29][CH2:28]1, predict the reactants needed to synthesize it. (2) Given the product [C:1]([C:3]1[C:4]([N:18]2[CH2:23][CH2:22][N:21]([C:25]([NH:24][C:27]3[CH:32]=[C:31]([CH3:33])[CH:30]=[CH:29][C:28]=3[O:34][CH3:35])=[O:26])[CH2:20][CH2:19]2)=[N:5][C:6]([C:14]([F:15])([F:17])[F:16])=[C:7]([CH:13]=1)[C:8]([O:10][CH2:11][CH3:12])=[O:9])#[N:2], predict the reactants needed to synthesize it. The reactants are: [C:1]([C:3]1[C:4]([N:18]2[CH2:23][CH2:22][NH:21][CH2:20][CH2:19]2)=[N:5][C:6]([C:14]([F:17])([F:16])[F:15])=[C:7]([CH:13]=1)[C:8]([O:10][CH2:11][CH3:12])=[O:9])#[N:2].[N:24]([C:27]1[CH:32]=[C:31]([CH3:33])[CH:30]=[CH:29][C:28]=1[O:34][CH3:35])=[C:25]=[O:26]. (3) Given the product [CH3:16][O:17][C:18]1[CH:28]=[C:27]([O:29][CH3:30])[CH:26]=[CH:25][C:19]=1[CH2:20][N:21]([CH2:22][C:23]#[CH:24])[C:6]([C:2]1[NH:1][CH:5]=[CH:4][CH:3]=1)=[O:8], predict the reactants needed to synthesize it. The reactants are: [NH:1]1[CH:5]=[CH:4][CH:3]=[C:2]1[C:6]([O:8]N1C(=O)CCC1=O)=O.[CH3:16][O:17][C:18]1[CH:28]=[C:27]([O:29][CH3:30])[CH:26]=[CH:25][C:19]=1[CH2:20][NH:21][CH2:22][C:23]#[CH:24].C([O-])(O)=O.[Na+]. (4) Given the product [CH3:56][O:65][CH2:77][CH2:76][O:75][CH2:74][CH2:19][O:18][CH2:17][CH2:16][C:5]1([CH2:26][CH2:27][O:28][CH2:29][CH2:30][O:31][CH2:32][CH2:33][O:34][CH3:35])[C:6]2[CH:7]=[C:8]([CH:66]=[CH2:72])[CH:9]=[CH:10][C:11]=2[C:12]2[C:4]1=[CH:3][C:2]([CH:48]=[CH2:49])=[CH:14][CH:13]=2, predict the reactants needed to synthesize it. The reactants are: Br[C:2]1[CH:14]=[CH:13][C:12]2[C:11]3[C:6](=[CH:7][C:8](Br)=[CH:9][CH:10]=3)[C:5]([CH2:26][CH2:27][O:28][CH2:29][CH2:30][O:31][CH2:32][CH2:33][O:34][CH3:35])([CH2:16][CH2:17][O:18][CH2:19]COCCOC)[C:4]=2[CH:3]=1.C(C([Sn])=C(CC[CH2:48][CH3:49])CCCC)CCC.C(C1C=CC=C(C(C)(C)C)[C:56]=1[OH:65])(C)(C)C.[C:66]1([CH3:72])C=CC=CC=1.C[CH2:74][O:75][CH2:76][CH3:77]. (5) Given the product [CH2:1]([NH:8][C@H:9]([C:22]([OH:24])=[O:23])[CH2:10][CH2:11][CH2:12][CH2:13][NH:14][C:15]([O:17][C:18]([CH3:20])([CH3:21])[CH3:19])=[O:16])[C:2]1[CH:3]=[CH:4][CH:5]=[CH:6][CH:7]=1, predict the reactants needed to synthesize it. The reactants are: [CH2:1]([N:8](C(OCC1C2C=CC=CC=2C2C1=CC=CC=2)=O)[C@H:9]([C:22]([OH:24])=[O:23])[CH2:10][CH2:11][CH2:12][CH2:13][NH:14][C:15]([O:17][C:18]([CH3:21])([CH3:20])[CH3:19])=[O:16])[C:2]1[CH:7]=[CH:6][CH:5]=[CH:4][CH:3]=1.N1CCCCC1.CN(C=O)C. (6) Given the product [Cl:7][C:8]1[C:9]([CH3:37])=[C:10]([CH2:14][N:15]2[C:19]3[CH:20]=[C:21]([N:27]4[CH2:32][CH2:31][O:30][CH2:29][CH2:28]4)[CH:22]=[C:23]([C:24]4[N:41]=[CH:43][NH:48][N:47]=4)[C:18]=3[N:17]=[C:16]2[C:33]([F:35])([F:34])[F:36])[CH:11]=[CH:12][CH:13]=1, predict the reactants needed to synthesize it. The reactants are: C(Cl)(=O)C(Cl)=O.[Cl:7][C:8]1[C:9]([CH3:37])=[C:10]([CH2:14][N:15]2[C:19]3[CH:20]=[C:21]([N:27]4[CH2:32][CH2:31][O:30][CH2:29][CH2:28]4)[CH:22]=[C:23]([C:24](O)=O)[C:18]=3[N:17]=[C:16]2[C:33]([F:36])([F:35])[F:34])[CH:11]=[CH:12][CH:13]=1.COC(OC)[N:41]([CH3:43])C.O.[NH2:47][NH2:48]. (7) Given the product [CH2:10]([C:3]1([CH2:5][CH2:6][CH2:7][CH2:8][CH3:9])[CH:4]=[CH:2]1)[CH2:11][CH2:12][CH2:13][CH3:14], predict the reactants needed to synthesize it. The reactants are: Br[CH:2]1[CH2:4][C:3]1([CH2:10][CH2:11][CH2:12][CH2:13][CH3:14])[CH2:5][CH2:6][CH2:7][CH2:8][CH3:9].C(C1(CCCCC)CC1)CCCC.CC(C)([O-])C.[K+]. (8) Given the product [CH3:32][O:31][C:30]1[N:29]=[C:28]([C:33]2[CH:38]=[CH:37][CH:36]=[C:35]([O:39][C:40]([F:41])([F:42])[F:43])[CH:34]=2)[N:27]([CH3:44])[C:26]=1[C:24]([OH:25])=[O:23], predict the reactants needed to synthesize it. The reactants are: COC1N=C(C2C=CC=C(OC(F)(F)F)C=2)N(C)C=1C=O.C[O:23][C:24]([C:26]1[N:27]([CH3:44])[C:28]([C:33]2[CH:38]=[CH:37][CH:36]=[C:35]([O:39][C:40]([F:43])([F:42])[F:41])[CH:34]=2)=[N:29][C:30]=1[O:31][CH3:32])=[O:25].[Li+].[OH-].Cl. (9) Given the product [C:1]1([C:11]2[CH:19]=[CH:18][C:14]([C:15]([OH:17])=[O:16])=[CH:13][C:12]=2[CH3:20])[CH:6]=[CH:5][CH:4]=[CH:3][CH:2]=1, predict the reactants needed to synthesize it. The reactants are: [C:1]1(B(O)O)[CH:6]=[CH:5][CH:4]=[CH:3][CH:2]=1.Br[C:11]1[CH:19]=[CH:18][C:14]([C:15]([OH:17])=[O:16])=[CH:13][C:12]=1[CH3:20].C(=O)([O-])[O-].[Cs+].[Cs+]. (10) Given the product [F:15][C:12]([F:14])([F:13])[C:11]1[N:6]2[N:5]=[CH:4][C:3]([C:1]#[C:2][C:27]3[CH:35]=[CH:34][C:30]([CH:31]([OH:33])[CH3:32])=[CH:29][CH:28]=3)=[C:7]2[N:8]=[C:9]([C:16]2[CH:21]=[CH:20][C:19]([C:22]([F:25])([F:24])[F:23])=[CH:18][CH:17]=2)[CH:10]=1, predict the reactants needed to synthesize it. The reactants are: [C:1]([C:3]1[CH:4]=[N:5][N:6]2[C:11]([C:12]([F:15])([F:14])[F:13])=[CH:10][C:9]([C:16]3[CH:21]=[CH:20][C:19]([C:22]([F:25])([F:24])[F:23])=[CH:18][CH:17]=3)=[N:8][C:7]=12)#[CH:2].Br[C:27]1[CH:35]=[CH:34][C:30]([CH:31]([OH:33])[CH3:32])=[CH:29][CH:28]=1.